From a dataset of Forward reaction prediction with 1.9M reactions from USPTO patents (1976-2016). Predict the product of the given reaction. (1) Given the reactants O.N.[C:3]([N:7]1[C@H:11]([C:12](=[O:40])[NH:13][C:14]2[CH:15]=[C:16]3[C:21](=[CH:22][CH:23]=2)[N:20]=[CH:19][N:18]=[C:17]3[NH:24][C:25]2[CH:30]=[CH:29][C:28]([O:31][CH2:32][C:33]3[CH:38]=[CH:37][CH:36]=[CH:35][N:34]=3)=[C:27]([Cl:39])[CH:26]=2)[CH2:10][C@@H:9]([O:41]C(=O)C)[CH2:8]1)(=[O:6])[CH:4]=[CH2:5].C(Cl)(Cl)Cl, predict the reaction product. The product is: [Cl:39][C:27]1[CH:26]=[C:25]([NH:24][C:17]2[C:16]3[C:21](=[CH:22][CH:23]=[C:14]([NH:13][C:12]([C@@H:11]4[CH2:10][C@@H:9]([OH:41])[CH2:8][N:7]4[C:3](=[O:6])[CH:4]=[CH2:5])=[O:40])[CH:15]=3)[N:20]=[CH:19][N:18]=2)[CH:30]=[CH:29][C:28]=1[O:31][CH2:32][C:33]1[CH:38]=[CH:37][CH:36]=[CH:35][N:34]=1. (2) Given the reactants Br[C:2]1[CH:3]=[C:4]2[C:9](=[CH:10][CH:11]=1)[N:8]([C:12](=[O:14])[CH3:13])[C@@H:7]([CH2:15][CH3:16])[C@H:6]([CH3:17])[C@H:5]2[NH:18][C:19]1[N:24]=[CH:23][CH:22]=[CH:21][N:20]=1.[N:25]1([C:31]([O:33][C:34]([CH3:37])([CH3:36])[CH3:35])=[O:32])[CH2:30][CH2:29][NH:28][CH2:27][CH2:26]1.CN(C1C(C2C(P(C3CCCCC3)C3CCCCC3)=CC=CC=2)=CC=CC=1)C.CC(C)([O-])C.[Na+], predict the reaction product. The product is: [C:12]([N:8]1[C:9]2[C:4](=[CH:3][C:2]([N:28]3[CH2:27][CH2:26][N:25]([C:31]([O:33][C:34]([CH3:37])([CH3:36])[CH3:35])=[O:32])[CH2:30][CH2:29]3)=[CH:11][CH:10]=2)[C@H:5]([NH:18][C:19]2[N:24]=[CH:23][CH:22]=[CH:21][N:20]=2)[C@@H:6]([CH3:17])[C@@H:7]1[CH2:15][CH3:16])(=[O:14])[CH3:13]. (3) Given the reactants C[O:2][C:3]([CH:5]1[CH2:10][NH:9][C:8]2[CH:11]=[C:12]([CH2:15][C:16]3[CH:21]=[C:20]([C@H:22]4[C@H:27]([OH:28])[C@@H:26]([OH:29])[C@H:25]([OH:30])[C@@H:24]([CH2:31][OH:32])[O:23]4)[CH:19]=[CH:18][C:17]=3[Cl:33])[CH:13]=[CH:14][C:7]=2[O:6]1)=[O:4].[OH-].[Li+], predict the reaction product. The product is: [Cl:33][C:17]1[CH:18]=[CH:19][C:20]([C@H:22]2[C@H:27]([OH:28])[C@@H:26]([OH:29])[C@H:25]([OH:30])[C@@H:24]([CH2:31][OH:32])[O:23]2)=[CH:21][C:16]=1[CH2:15][C:12]1[CH:13]=[CH:14][C:7]2[O:6][CH:5]([C:3]([OH:4])=[O:2])[CH2:10][NH:9][C:8]=2[CH:11]=1. (4) Given the reactants [O:1]1[C:10]2[C:5](=[N:6][CH:7]=[CH:8][CH:9]=2)[CH:4]=[C:3]([C:11](OCC)=[O:12])[CH2:2]1.[BH4-].[Na+].[NH4+].[Cl-], predict the reaction product. The product is: [O:1]1[C:10]2[C:5](=[N:6][CH:7]=[CH:8][CH:9]=2)[CH:4]=[C:3]([CH2:11][OH:12])[CH2:2]1. (5) Given the reactants [CH3:1][O:2][C:3](=[O:15])[C:4](=[N+]=[N-])[C:5]1[CH:10]=[CH:9][C:8]([Cl:11])=[C:7]([Cl:12])[CH:6]=1.ClCCl.[O:19]1[CH2:24][CH2:23][CH:22]([OH:25])[CH2:21][CH2:20]1, predict the reaction product. The product is: [CH3:1][O:2][C:3](=[O:15])[CH:4]([C:5]1[CH:10]=[CH:9][C:8]([Cl:11])=[C:7]([Cl:12])[CH:6]=1)[O:25][CH:22]1[CH2:23][CH2:24][O:19][CH2:20][CH2:21]1.